Regression. Given two drug SMILES strings and cell line genomic features, predict the synergy score measuring deviation from expected non-interaction effect. From a dataset of NCI-60 drug combinations with 297,098 pairs across 59 cell lines. (1) Drug 1: CN(C)N=NC1=C(NC=N1)C(=O)N. Drug 2: CN(CCCl)CCCl.Cl. Cell line: U251. Synergy scores: CSS=7.71, Synergy_ZIP=-7.03, Synergy_Bliss=-10.3, Synergy_Loewe=-13.7, Synergy_HSA=-9.21. (2) Drug 2: CCN(CC)CCCC(C)NC1=C2C=C(C=CC2=NC3=C1C=CC(=C3)Cl)OC. Cell line: LOX IMVI. Drug 1: C1=NC2=C(N=C(N=C2N1C3C(C(C(O3)CO)O)F)Cl)N. Synergy scores: CSS=10.0, Synergy_ZIP=-1.47, Synergy_Bliss=1.35, Synergy_Loewe=-0.435, Synergy_HSA=-0.0478. (3) Drug 1: CCN(CC)CCNC(=O)C1=C(NC(=C1C)C=C2C3=C(C=CC(=C3)F)NC2=O)C. Drug 2: CC(C)CN1C=NC2=C1C3=CC=CC=C3N=C2N. Cell line: MCF7. Synergy scores: CSS=-7.86, Synergy_ZIP=4.96, Synergy_Bliss=0.667, Synergy_Loewe=-6.56, Synergy_HSA=-7.46. (4) Drug 1: C1CCC(CC1)NC(=O)N(CCCl)N=O. Drug 2: CC1=C(C=C(C=C1)NC(=O)C2=CC=C(C=C2)CN3CCN(CC3)C)NC4=NC=CC(=N4)C5=CN=CC=C5. Cell line: M14. Synergy scores: CSS=4.47, Synergy_ZIP=0.953, Synergy_Bliss=6.12, Synergy_Loewe=1.99, Synergy_HSA=1.87. (5) Drug 1: C1=C(C(=O)NC(=O)N1)F. Drug 2: C(=O)(N)NO. Cell line: DU-145. Synergy scores: CSS=37.3, Synergy_ZIP=-1.32, Synergy_Bliss=-2.91, Synergy_Loewe=-22.1, Synergy_HSA=-2.02. (6) Drug 1: C1CC(=O)NC(=O)C1N2CC3=C(C2=O)C=CC=C3N. Drug 2: CC1=C2C(C(=O)C3(C(CC4C(C3C(C(C2(C)C)(CC1OC(=O)C(C(C5=CC=CC=C5)NC(=O)C6=CC=CC=C6)O)O)OC(=O)C7=CC=CC=C7)(CO4)OC(=O)C)O)C)OC(=O)C. Cell line: SF-539. Synergy scores: CSS=46.7, Synergy_ZIP=-1.04, Synergy_Bliss=0.823, Synergy_Loewe=-20.8, Synergy_HSA=2.09. (7) Drug 1: C1=CC(=CC=C1CCCC(=O)O)N(CCCl)CCCl. Synergy scores: CSS=89.4, Synergy_ZIP=4.37, Synergy_Bliss=2.09, Synergy_Loewe=4.30, Synergy_HSA=8.55. Cell line: RPMI-8226. Drug 2: CCN(CC)CCCC(C)NC1=C2C=C(C=CC2=NC3=C1C=CC(=C3)Cl)OC. (8) Drug 1: C1CC(C1)(C(=O)O)C(=O)O.[NH2-].[NH2-].[Pt+2]. Drug 2: CC1=C(C=C(C=C1)NC(=O)C2=CC=C(C=C2)CN3CCN(CC3)C)NC4=NC=CC(=N4)C5=CN=CC=C5. Cell line: NCI-H460. Synergy scores: CSS=4.58, Synergy_ZIP=-3.94, Synergy_Bliss=-1.83, Synergy_Loewe=-9.14, Synergy_HSA=-3.59.